This data is from Full USPTO retrosynthesis dataset with 1.9M reactions from patents (1976-2016). The task is: Predict the reactants needed to synthesize the given product. (1) Given the product [Br:21][C:22]1[N:23]=[C:24]([CH2:28][CH:35]([C:33]2[CH:32]=[N:31][N:30]([CH3:29])[CH:34]=2)[OH:36])[CH:25]=[CH:26][CH:27]=1, predict the reactants needed to synthesize it. The reactants are: C(NC(C)C)(C)C.[Li]CCCC.[Li+].CC([N-]C(C)C)C.[Br:21][C:22]1[CH:27]=[CH:26][CH:25]=[C:24]([CH3:28])[N:23]=1.[CH3:29][N:30]1[CH:34]=[C:33]([CH:35]=[O:36])[CH:32]=[N:31]1.[NH4+].[Cl-]. (2) The reactants are: [CH2:1]([N:8]1[CH2:12][CH2:11][C@@H:10]([OH:13])[CH2:9]1)[C:2]1[CH:7]=[CH:6][CH:5]=[CH:4][CH:3]=1.N1C=CN=C1.[Si:19](Cl)([C:32]([CH3:35])([CH3:34])[CH3:33])([C:26]1[CH:31]=[CH:30][CH:29]=[CH:28][CH:27]=1)[C:20]1[CH:25]=[CH:24][CH:23]=[CH:22][CH:21]=1. Given the product [CH2:1]([N:8]1[CH2:12][CH2:11][C@@H:10]([O:13][Si:19]([C:32]([CH3:35])([CH3:34])[CH3:33])([C:26]2[CH:27]=[CH:28][CH:29]=[CH:30][CH:31]=2)[C:20]2[CH:25]=[CH:24][CH:23]=[CH:22][CH:21]=2)[CH2:9]1)[C:2]1[CH:3]=[CH:4][CH:5]=[CH:6][CH:7]=1, predict the reactants needed to synthesize it. (3) Given the product [F:23][C:24]1[CH:25]=[CH:26][C:27]([O:30][CH2:31][CH2:32][C@@H:33]2[CH2:39][C@H:38]3[C@H:36]([CH2:37]3)[CH2:35][N:34]2[C:47]([C:45]2[C:44]([N:50]3[CH:54]=[CH:53][CH:52]=[N:51]3)=[CH:43][CH:42]=[C:41]([CH3:40])[N:46]=2)=[O:48])=[N:28][CH:29]=1, predict the reactants needed to synthesize it. The reactants are: CN(C(ON1N=NC2C=CC=CC1=2)=[N+](C)C)C.[B-](F)(F)(F)F.[F:23][C:24]1[CH:25]=[CH:26][C:27]([O:30][CH2:31][CH2:32][C@@H:33]2[CH2:39][C@H:38]3[C@H:36]([CH2:37]3)[CH2:35][NH:34]2)=[N:28][CH:29]=1.[CH3:40][C:41]1[N:46]=[C:45]([C:47](O)=[O:48])[C:44]([N:50]2[CH:54]=[CH:53][CH:52]=[N:51]2)=[CH:43][CH:42]=1.CCN(C(C)C)C(C)C. (4) Given the product [CH:1]1([CH2:6][C@H:7]([CH2:42][N:43]([CH:52]=[O:53])[OH:44])[C:8]([N:10]2[C@H:14]([C:15]([NH:17][C:18]3[CH:23]=[C:22]([N:24]4[CH2:29][CH2:28][N:27]([CH3:30])[CH2:26][C@H:25]4[CH3:31])[N:21]=[CH:20][N:19]=3)=[O:16])[CH2:13][CH2:12][NH:11]2)=[O:9])[CH2:2][CH2:3][CH2:4][CH2:5]1, predict the reactants needed to synthesize it. The reactants are: [CH:1]1([CH2:6][C@H:7]([CH2:42][N:43]([CH:52]=[O:53])[O:44]CC2C=CC=CC=2)[C:8]([N:10]2[C@H:14]([C:15]([NH:17][C:18]3[CH:23]=[C:22]([N:24]4[CH2:29][CH2:28][N:27]([CH3:30])[CH2:26][C@H:25]4[CH3:31])[N:21]=[CH:20][N:19]=3)=[O:16])[CH2:13][CH2:12][N:11]2C(OCC2C=CC=CC=2)=O)=[O:9])[CH2:5][CH2:4][CH2:3][CH2:2]1.